Dataset: Peptide-MHC class II binding affinity with 134,281 pairs from IEDB. Task: Regression. Given a peptide amino acid sequence and an MHC pseudo amino acid sequence, predict their binding affinity value. This is MHC class II binding data. (1) The peptide sequence is HEWCCRSCTLPPLRY. The MHC is DRB1_0701 with pseudo-sequence DRB1_0701. The binding affinity (normalized) is 0.232. (2) The peptide sequence is TTEEQKLIEDINVGF. The MHC is DRB1_0701 with pseudo-sequence DRB1_0701. The binding affinity (normalized) is 0.0562.